Dataset: Catalyst prediction with 721,799 reactions and 888 catalyst types from USPTO. Task: Predict which catalyst facilitates the given reaction. (1) Reactant: [F:1][CH:2]([F:34])[C:3]1[N:24]([S:25]([C:28]2[CH:33]=[CH:32][CH:31]=[CH:30][CH:29]=2)(=[O:27])=[O:26])[C:6]2=[N:7][CH:8]=[CH:9][C:10]([C:11]3[S:12][C:13]([S:16]([N:19]4[CH:23]=[CH:22]N=C4)(=[O:18])=[O:17])=[CH:14][CH:15]=3)=[C:5]2[CH:4]=1.COS(C(F)(F)F)(=O)=O.[S:44]1(=[O:51])(=[O:50])CC[CH:46](N)[CH2:45]1.CN1CCCC1. Product: [F:34][CH:2]([F:1])[C:3]1[N:24]([S:25]([C:28]2[CH:33]=[CH:32][CH:31]=[CH:30][CH:29]=2)(=[O:26])=[O:27])[C:6]2=[N:7][CH:8]=[CH:9][C:10]([C:11]3[S:12][C:13]([S:16]([NH:19][CH:23]4[CH2:46][CH2:45][S:44](=[O:51])(=[O:50])[CH2:22]4)(=[O:18])=[O:17])=[CH:14][CH:15]=3)=[C:5]2[CH:4]=1. The catalyst class is: 7. (2) Reactant: [Cl:1][C:2]1[N:6]([C:7]2[CH:12]=[C:11]([S:13][CH2:14][C:15]([F:18])([F:17])[F:16])[C:10]([CH3:19])=[CH:9][C:8]=2[F:20])[N:5]=[C:4]([O:21][C:22]([F:30])([F:29])[CH:23]([F:28])[C:24]([F:27])([F:26])[F:25])[CH:3]=1.ClC1C=CC=C(C(OO)=[O:39])C=1. Product: [Cl:1][C:2]1[N:6]([C:7]2[CH:12]=[C:11]([S:13]([CH2:14][C:15]([F:18])([F:17])[F:16])=[O:39])[C:10]([CH3:19])=[CH:9][C:8]=2[F:20])[N:5]=[C:4]([O:21][C:22]([F:30])([F:29])[CH:23]([F:28])[C:24]([F:25])([F:26])[F:27])[CH:3]=1. The catalyst class is: 22. (3) Reactant: [OH:1][CH2:2][C:3]1[CH:11]=[C:10]2[C:6]([CH:7]=[CH:8][N:9]2[C:12]([O:14][C:15]([CH3:18])([CH3:17])[CH3:16])=[O:13])=[CH:5][CH:4]=1.I(C1C=CC=CC=1C(O)=O)(=O)=O.O. Product: [CH:2]([C:3]1[CH:11]=[C:10]2[C:6]([CH:7]=[CH:8][N:9]2[C:12]([O:14][C:15]([CH3:18])([CH3:17])[CH3:16])=[O:13])=[CH:5][CH:4]=1)=[O:1]. The catalyst class is: 16. (4) Reactant: [Cl:1][C:2]1[CH:10]=[CH:9][CH:8]=[C:4]([C:5]([OH:7])=O)[C:3]=1[OH:11].C1C=CC2N(O)N=NC=2C=1.CCN=C=NCCCN(C)C.Cl.[CH3:34][C:35]1[CH:44]=[C:43]2[C:38]([CH2:39][CH2:40][CH2:41][CH:42]2[NH2:45])=[CH:37][CH:36]=1. Product: [Cl:1][C:2]1[C:3]([OH:11])=[C:4]([CH:8]=[CH:9][CH:10]=1)[C:5]([NH:45][CH:42]1[C:43]2[C:38](=[CH:37][CH:36]=[C:35]([CH3:34])[CH:44]=2)[CH2:39][CH2:40][CH2:41]1)=[O:7]. The catalyst class is: 3. (5) Reactant: [CH2:1]([O:3][C:4](=[O:12])[C:5]1[CH:10]=[CH:9][CH:8]=[C:7](I)[CH:6]=1)[CH3:2].[CH3:13][O:14][C:15]1[CH:16]=[CH:17][C:18]2[S:22][C:21](B(O)O)=[CH:20][C:19]=2[CH:26]=1.C(=O)([O-])[O-].[Na+].[Na+]. Product: [CH3:13][O:14][C:15]1[CH:16]=[CH:17][C:18]2[S:22][C:21]([C:7]3[CH:6]=[C:5]([CH:10]=[CH:9][CH:8]=3)[C:4]([O:3][CH2:1][CH3:2])=[O:12])=[CH:20][C:19]=2[CH:26]=1. The catalyst class is: 206.